Predict which catalyst facilitates the given reaction. From a dataset of Catalyst prediction with 721,799 reactions and 888 catalyst types from USPTO. (1) Product: [Cl:1][C:2]1[CH:7]=[CH:6][C:5]([CH2:8][C:9]2[C:18]3[C:13](=[CH:14][CH:15]=[CH:16][CH:17]=3)[C:12](=[O:19])[N:11]([CH2:20][C@H:21]3[CH2:25][CH2:24][CH2:23][NH:22]3)[N:10]=2)=[CH:4][CH:3]=1. Reactant: [Cl:1][C:2]1[CH:7]=[CH:6][C:5]([CH2:8][C:9]2[C:18]3[C:13](=[CH:14][CH:15]=[CH:16][CH:17]=3)[C:12](=[O:19])[N:11]([CH2:20][C@H:21]3[CH2:25][CH2:24][CH2:23][N:22]3C(OC(C)(C)C)=O)[N:10]=2)=[CH:4][CH:3]=1.Cl.C(O)(C(F)(F)F)=O. The catalyst class is: 12. (2) The catalyst class is: 3. Reactant: [Cl:1][C:2]1[C:7]([F:8])=[C:6]([N+:9]([O-:11])=[O:10])[CH:5]=[CH:4][C:3]=1F.[CH2:13]([OH:20])[C:14]1[CH:19]=[CH:18][CH:17]=[CH:16][CH:15]=1.C([O-])([O-])=O.[K+].[K+].O. Product: [CH2:13]([O:20][C:3]1[CH:4]=[CH:5][C:6]([N+:9]([O-:11])=[O:10])=[C:7]([F:8])[C:2]=1[Cl:1])[C:14]1[CH:19]=[CH:18][CH:17]=[CH:16][CH:15]=1. (3) Reactant: [C:1]([OH:10])(=[O:9])[CH:2]([CH:4]([C:6]([OH:8])=[O:7])[OH:5])[OH:3].[N:11]1[CH:16]=[CH:15][CH:14]=[C:13]([CH2:17][C@H:18]2[C@H:23]([NH:24][C:25]([C:27]3[O:28][C:29]4[CH:35]=[CH:34][CH:33]=[CH:32][C:30]=4[CH:31]=3)=[O:26])[CH:22]3[CH2:36][CH2:37][N:19]2[CH2:20][CH2:21]3)[CH:12]=1.C(OCC)(=O)C. Product: [C:6]([C@H:4]([C@@H:2]([C:1]([OH:10])=[O:9])[OH:3])[OH:5])([OH:8])=[O:7].[N:11]1[CH:16]=[CH:15][CH:14]=[C:13]([CH2:17][C@H:18]2[C@H:23]([NH:24][C:25]([C:27]3[O:28][C:29]4[CH:35]=[CH:34][CH:33]=[CH:32][C:30]=4[CH:31]=3)=[O:26])[CH:22]3[CH2:36][CH2:37][N:19]2[CH2:20][CH2:21]3)[CH:12]=1. The catalyst class is: 8.